From a dataset of Forward reaction prediction with 1.9M reactions from USPTO patents (1976-2016). Predict the product of the given reaction. (1) Given the reactants Cl.[CH:2]1([N:7]2[CH:15]=[C:10]3[CH2:11][NH:12][CH2:13][CH2:14][C:9]3=[N:8]2)[CH2:6][CH2:5][CH2:4][CH2:3]1.Cl[CH2:17][C:18]([N:20]1[CH2:25][CH2:24][N:23]([CH:26]2[CH2:29][CH2:28][CH2:27]2)[CH2:22][CH2:21]1)=[O:19].C([O-])([O-])=O.[K+].[K+], predict the reaction product. The product is: [CH:26]1([N:23]2[CH2:24][CH2:25][N:20]([C:18](=[O:19])[CH2:17][N:12]3[CH2:13][CH2:14][C:9]4=[N:8][N:7]([CH:2]5[CH2:6][CH2:5][CH2:4][CH2:3]5)[CH:15]=[C:10]4[CH2:11]3)[CH2:21][CH2:22]2)[CH2:29][CH2:28][CH2:27]1. (2) Given the reactants [ClH:1].Cl.Cl.[CH2:4]([N:6]([CH2:20]/[CH:21]=[CH:22]/[C:23]1[CH:24]=[C:25]([CH:29]=[CH:30][CH:31]=1)[C:26]([NH2:28])=[NH:27])[C:7]1[CH:12]=[CH:11][C:10]([O:13][CH:14]2[CH2:19][CH2:18][NH:17][CH2:16][CH2:15]2)=[CH:9][CH:8]=1)[CH3:5].Cl.[C:33](=[NH:38])(OCC)[CH3:34].C(N(CC)CC)C.Cl, predict the reaction product. The product is: [ClH:1].[ClH:1].[ClH:1].[C:33]([N:17]1[CH2:16][CH2:15][CH:14]([O:13][C:10]2[CH:11]=[CH:12][C:7]([N:6]([CH2:20]/[CH:21]=[CH:22]/[C:23]3[CH:24]=[C:25]([CH:29]=[CH:30][CH:31]=3)[C:26]([NH2:28])=[NH:27])[CH2:4][CH3:5])=[CH:8][CH:9]=2)[CH2:19][CH2:18]1)(=[NH:38])[CH3:34]. (3) Given the reactants [ClH:1].[CH3:2][O:3][C:4]1[CH:5]=[C:6]2[C:11](=[C:12]3[CH2:16][C:15]([CH3:18])([CH3:17])[O:14][C:13]=13)[C:10]([C:19]1[CH:27]=[CH:26][C:22]([C:23](O)=[O:24])=[CH:21][CH:20]=1)=[N:9][C:8]([CH3:29])([CH3:28])[CH2:7]2.S(Cl)([Cl:32])=O, predict the reaction product. The product is: [ClH:32].[CH3:2][O:3][C:4]1[CH:5]=[C:6]2[C:11](=[C:12]3[CH2:16][C:15]([CH3:18])([CH3:17])[O:14][C:13]=13)[C:10]([C:19]1[CH:27]=[CH:26][C:22]([C:23]([Cl:1])=[O:24])=[CH:21][CH:20]=1)=[N:9][C:8]([CH3:29])([CH3:28])[CH2:7]2. (4) Given the reactants Cl[C:2]1[C:11]2[C:6](=[CH:7][CH:8]=[CH:9][CH:10]=2)[N:5]=[C:4]([C:12]([O:14][CH2:15][CH3:16])=[O:13])[N:3]=1.[CH3:17][O:18][C:19]1[CH:24]=[CH:23][C:22]([NH:25][CH3:26])=[CH:21][CH:20]=1, predict the reaction product. The product is: [CH3:17][O:18][C:19]1[CH:24]=[CH:23][C:22]([N:25]([C:2]2[C:11]3[C:6](=[CH:7][CH:8]=[CH:9][CH:10]=3)[N:5]=[C:4]([C:12]([O:14][CH2:15][CH3:16])=[O:13])[N:3]=2)[CH3:26])=[CH:21][CH:20]=1. (5) The product is: [CH3:1][C:2]1[N:3]=[C:4]([C:7]2[C:8]3[N:16]=[N:15][N:14]([CH2:17][C:18]4[CH:23]=[CH:22][CH:21]=[C:20]([C:24]5([OH:29])[CH2:25][CH2:26][CH2:27][CH2:28]5)[N:19]=4)[C:9]=3[N:10]=[C:11]([NH2:13])[N:12]=2)[S:5][CH:6]=1. Given the reactants [CH3:1][C:2]1[N:3]=[C:4]([C:7]2[C:8]3[N:16]=[N:15][N:14]([CH2:17][C:18]4[CH:23]=[CH:22][CH:21]=[C:20]([C:24]5([O:29][Si](C)(C)C)[CH2:28][CH2:27][CH2:26][CH2:25]5)[N:19]=4)[C:9]=3[N:10]=[C:11]([NH2:13])[N:12]=2)[S:5][CH:6]=1.[F-].C([N+](CCCC)(CCCC)CCCC)CCC, predict the reaction product.